This data is from Forward reaction prediction with 1.9M reactions from USPTO patents (1976-2016). The task is: Predict the product of the given reaction. Given the reactants [OH:1][CH:2]([C:14]1[CH:15]=[N:16][C:17]([C:20]([F:23])([F:22])[F:21])=[CH:18][CH:19]=1)[CH:3]1[CH2:6][N:5]([C:7]([O:9][C:10]([CH3:13])([CH3:12])[CH3:11])=[O:8])[CH2:4]1.CN1C(C(O)C2CN(C(OC(C)(C)C)=O)C2)=CN=C1C, predict the reaction product. The product is: [F:23][C:20]([F:21])([F:22])[C:17]1[CH:18]=[CH:19][C:14]([C:2]([CH:3]2[CH2:6][N:5]([C:7]([O:9][C:10]([CH3:13])([CH3:11])[CH3:12])=[O:8])[CH2:4]2)=[O:1])=[CH:15][N:16]=1.